From a dataset of Catalyst prediction with 721,799 reactions and 888 catalyst types from USPTO. Predict which catalyst facilitates the given reaction. (1) Reactant: [CH2:1]([OH:3])[CH3:2].[CH2:4]([N:6]([CH2:9][CH3:10])[CH2:7][CH3:8])[CH3:5].[S:11]([F:15])(F)(=[O:13])=[O:12].N. Product: [F:15][S:11]([O-:12])(=[O:13])=[O:3].[CH2:4]([N+:6]([CH2:1][CH3:2])([CH2:9][CH3:10])[CH2:7][CH3:8])[CH3:5]. The catalyst class is: 10. (2) Reactant: [NH2:1][C:2]1[CH:11]=[CH:10][CH:9]=[C:8]2[C:3]=1[CH:4]=[CH:5][N:6]([C@H:13]([CH3:19])[CH2:14][O:15][C:16](=[O:18])[CH3:17])[C:7]2=[O:12].C(Cl)(Cl)(Cl)[Cl:21].ClN1C(=O)CCC1=O.CN(C)C=O. Product: [C:16]([O:15][CH2:14][C@H:13]([N:6]1[CH:5]=[CH:4][C:3]2[C:8](=[CH:9][CH:10]=[C:11]([Cl:21])[C:2]=2[NH2:1])[C:7]1=[O:12])[CH3:19])(=[O:18])[CH3:17]. The catalyst class is: 4.